Dataset: Full USPTO retrosynthesis dataset with 1.9M reactions from patents (1976-2016). Task: Predict the reactants needed to synthesize the given product. (1) Given the product [F:16][S:14]([F:19])([F:17])([F:15])([F:18])[C:10]1[CH:9]=[C:8]([C:6]2[N:7]=[C:2]([NH:42][C:41]3[CH:40]=[CH:39][C:38]([N:35]4[CH2:36][CH2:37][O:32][CH2:33][CH2:34]4)=[CH:44][CH:43]=3)[C:3]3[NH:22][N:21]=[CH:20][C:4]=3[N:5]=2)[CH:13]=[CH:12][CH:11]=1, predict the reactants needed to synthesize it. The reactants are: Cl[C:2]1[C:3]2[C:4](=[CH:20][N:21](CC3C=CC(OC)=CC=3)[N:22]=2)[N:5]=[C:6]([C:8]2[CH:13]=[CH:12][CH:11]=[C:10]([S:14]([F:19])([F:18])([F:17])([F:16])[F:15])[CH:9]=2)[N:7]=1.[O:32]1[CH2:37][CH2:36][N:35]([C:38]2[CH:44]=[CH:43][C:41]([NH2:42])=[CH:40][CH:39]=2)[CH2:34][CH2:33]1.Cl. (2) Given the product [C:15]1([S:21]([O-:24])(=[O:23])=[O:22])[CH:20]=[CH:19][CH:18]=[CH:17][CH:16]=1.[CH3:1][N+:2]1[C:6]([C:7](=[O:10])[NH:8][CH3:9])=[C:5]([C:11](=[O:14])[NH:12][CH3:13])[N:4]([CH3:15])[CH:3]=1, predict the reactants needed to synthesize it. The reactants are: [CH3:1][N+:2]1[C:6]([C:7](=[O:10])[NH:8][CH3:9])=[C:5]([C:11](=[O:14])[NH:12][CH3:13])[NH:4][CH:3]=1.[C:15]1([S:21]([OH:24])(=[O:23])=[O:22])[CH:20]=[CH:19][CH:18]=[CH:17][CH:16]=1. (3) Given the product [CH3:7][O:8][C:9]1[C:14]([O:15][CH2:16][CH2:17][NH:18][CH2:19][CH:20]([OH:36])[CH2:21][O:22][C:23]2[C:28]3[C:29]4[C:34]([NH:35][C:27]=3[CH:26]=[CH:25][CH:24]=2)=[CH:33][CH:32]=[CH:31][CH:30]=4)=[CH:13][CH:12]=[CH:11][CH:10]=1.[CH3:7][O:8][C:9]1[C:14]([O:15][CH2:16][CH2:17][NH:18][CH2:19][CH:20]([OH:36])[CH2:21][O:22][C:23]2[C:28]3[C:29]4[C:34]([NH:35][C:27]=3[CH:26]=[CH:25][CH:24]=2)=[CH:33][CH:32]=[CH:31][CH:30]=4)=[CH:13][CH:12]=[CH:11][CH:10]=1.[OH2:1].[OH:40][P:38]([OH:42])([OH:41])=[O:39].[OH:40][P:38]([OH:42])([OH:41])=[O:39], predict the reactants needed to synthesize it. The reactants are: [O:1]1CCOCC1.[CH3:7][O:8][C:9]1[CH:10]=[CH:11][CH:12]=[CH:13][C:14]=1[O:15][CH2:16][CH2:17][NH:18][CH2:19][CH:20]([OH:36])[CH2:21][O:22][C:23]1[CH:24]=[CH:25][CH:26]=[C:27]2[NH:35][C:34]3[CH:33]=[CH:32][CH:31]=[CH:30][C:29]=3[C:28]=12.O.[P:38](=[O:42])([OH:41])([OH:40])[OH:39]. (4) Given the product [CH3:25][N:26]([CH3:36])[C:27]1[CH:32]=[C:31]([C:2]2[N:7]3[N:8]=[C:9]([CH3:11])[CH:10]=[C:6]3[N:5]=[C:4]([NH:12][C:13](=[O:24])[C:14]3[CH:19]=[CH:18][C:17]([C:20]([OH:23])([CH3:22])[CH3:21])=[CH:16][CH:15]=3)[CH:3]=2)[CH:30]=[CH:29][CH:28]=1, predict the reactants needed to synthesize it. The reactants are: Cl[C:2]1[N:7]2[N:8]=[C:9]([CH3:11])[CH:10]=[C:6]2[N:5]=[C:4]([NH:12][C:13](=[O:24])[C:14]2[CH:19]=[CH:18][C:17]([C:20]([OH:23])([CH3:22])[CH3:21])=[CH:16][CH:15]=2)[CH:3]=1.[CH3:25][N:26]([CH3:36])[C:27]1[CH:28]=[C:29](B(O)O)[CH:30]=[CH:31][CH:32]=1.O1CCOCC1. (5) Given the product [CH:38]([S:39]([N:4]1[CH2:5][CH2:6][N:1]([C:7]2[CH:28]=[CH:27][C:10]([NH:11][C:12]3[N:17]=[C:16]([C:18]4[N:22]([CH:23]([CH3:25])[CH3:24])[C:21]([CH3:26])=[N:20][CH:19]=4)[CH:15]=[CH:14][N:13]=3)=[CH:9][CH:8]=2)[CH2:2][CH2:3]1)(=[O:41])=[O:40])=[CH2:37], predict the reactants needed to synthesize it. The reactants are: [N:1]1([C:7]2[CH:28]=[CH:27][C:10]([NH:11][C:12]3[N:17]=[C:16]([C:18]4[N:22]([CH:23]([CH3:25])[CH3:24])[C:21]([CH3:26])=[N:20][CH:19]=4)[CH:15]=[CH:14][N:13]=3)=[CH:9][CH:8]=2)[CH2:6][CH2:5][NH:4][CH2:3][CH2:2]1.C(N(CC)CC)C.Cl[CH2:37][CH2:38][S:39](Cl)(=[O:41])=[O:40].CO.C(Cl)Cl. (6) Given the product [CH2:1]([O:3][C:4](=[O:29])[CH2:5][N:6]1[C:14]2[C:9](=[CH:10][CH:11]=[CH:12][CH:13]=2)[C:8]2([CH2:26][O:25][C:24]3[CH:23]=[C:22]4[C:17](=[CH:16][C:15]2=3)[CH2:18][CH2:19][CH2:20][CH2:21]4)[C:7]1=[O:28])[CH3:2], predict the reactants needed to synthesize it. The reactants are: [CH2:1]([O:3][C:4](=[O:29])[CH2:5][N:6]1[C:14]2[C:9](=[CH:10][CH:11]=[CH:12][CH:13]=2)[C:8]([CH2:26]O)([C:15]2[C:24]([OH:25])=[CH:23][C:22]3[CH2:21][CH2:20][CH2:19][CH2:18][C:17]=3[CH:16]=2)[C:7]1=[O:28])[CH3:2].C(OC(=O)CN1C2C(=CC=CC=2)C(C2C=C3C(=CC=2O)CCC3)(CO)C1=O)C. (7) Given the product [Cl:54][C:55]1[CH:61]=[C:60]([Cl:62])[C:59]([O:63][CH3:64])=[CH:58][C:56]=1[NH:57][C:2]1[C:11]2[C:6](=[CH:7][C:8]3[CH:15]=[C:14]([O:16][CH2:17][CH2:18][Cl:19])[C:13]([O:20][CH3:21])=[CH:12][C:9]=3[CH:10]=2)[N:5]=[CH:4][C:3]=1[C:22]#[N:23], predict the reactants needed to synthesize it. The reactants are: Cl[C:2]1[C:11]2[C:6](=[CH:7][C:8]3[CH:15]=[C:14]([O:16][CH2:17][CH2:18][Cl:19])[C:13]([O:20][CH3:21])=[CH:12][C:9]=3[CH:10]=2)[N:5]=[CH:4][C:3]=1[C:22]#[N:23].ClC1C2C(=CC3C=C(OC)C(OCCCl)=CC=3C=2)N=CC=1C#N.Cl.N1C=CC=CC=1.[Cl:54][C:55]1[CH:61]=[C:60]([Cl:62])[C:59]([O:63][CH3:64])=[CH:58][C:56]=1[NH2:57].C(OCCO)C. (8) Given the product [NH2:23][C:21]1[N:20]=[CH:19][N:18]=[C:17]2[N:16]([CH:24]([CH3:26])[CH3:25])[N:15]=[C:14]([C:6]3[CH:5]=[C:4]([CH2:3][C:1]#[N:2])[CH:9]=[CH:8][CH:7]=3)[C:22]=12, predict the reactants needed to synthesize it. The reactants are: [C:1]([CH2:3][C:4]1[CH:5]=[C:6](B(O)O)[CH:7]=[CH:8][CH:9]=1)#[N:2].I[C:14]1[C:22]2[C:17](=[N:18][CH:19]=[N:20][C:21]=2[NH2:23])[N:16]([CH:24]([CH3:26])[CH3:25])[N:15]=1.C([O-])([O-])=O.[Na+].[Na+]. (9) The reactants are: [O:1]=[C:2]1[C:6]2([CH2:11][CH2:10][N:9]([C:12]([O:14][C:15]([CH3:18])([CH3:17])[CH3:16])=[O:13])[CH2:8][CH2:7]2)[N:5]([C:19]2[CH:24]=[CH:23][CH:22]=[CH:21][CH:20]=2)[CH2:4][NH:3]1.Br[C@H:26]([C:31]1[CH:36]=[CH:35][CH:34]=[CH:33][CH:32]=1)[C:27]([O:29][CH3:30])=[O:28].C(=O)([O-])[O-].[K+].[K+]. Given the product [CH3:30][O:29][C:27](=[O:28])[C@H:26]([N:3]1[C:2](=[O:1])[C:6]2([CH2:7][CH2:8][N:9]([C:12]([O:14][C:15]([CH3:18])([CH3:17])[CH3:16])=[O:13])[CH2:10][CH2:11]2)[N:5]([C:19]2[CH:20]=[CH:21][CH:22]=[CH:23][CH:24]=2)[CH2:4]1)[C:31]1[CH:32]=[CH:33][CH:34]=[CH:35][CH:36]=1, predict the reactants needed to synthesize it. (10) Given the product [NH2:8][C:6]1[CH:5]=[CH:4][C:3]([OH:11])=[C:2]([Br:1])[CH:7]=1, predict the reactants needed to synthesize it. The reactants are: [Br:1][C:2]1[CH:7]=[C:6]([N+:8]([O-])=O)[CH:5]=[CH:4][C:3]=1[OH:11].[Cl-].[NH4+].